Dataset: Full USPTO retrosynthesis dataset with 1.9M reactions from patents (1976-2016). Task: Predict the reactants needed to synthesize the given product. (1) Given the product [OH:1][CH2:5][CH2:4][C:3]1[CH:6]=[N:29][N:28]([CH:25]([CH3:27])[CH3:26])[CH:2]=1, predict the reactants needed to synthesize it. The reactants are: [O:1]1[CH:5]=[CH:4][CH2:3][CH2:2]1.[CH2:6](OC(OCC)OCC)C.B(F)(F)F.CCOCC.[CH:25]([NH:28][NH2:29])([CH3:27])[CH3:26].[OH-].[Na+]. (2) Given the product [CH2:34]([C:36]1([OH:40])[CH2:39][N:38]([CH2:23][C:22]2[CH:21]=[CH:20][C:19]([O:18][CH:16]3[CH2:15][N:14]([C:12]([C:10]4[O:11][C:7]([C:1]5[CH:6]=[CH:5][CH:4]=[CH:3][CH:2]=5)=[N:8][N:9]=4)=[O:13])[CH2:17]3)=[CH:26][CH:25]=2)[CH2:37]1)[CH3:35], predict the reactants needed to synthesize it. The reactants are: [C:1]1([C:7]2[O:11][C:10]([C:12]([N:14]3[CH2:17][CH:16]([O:18][C:19]4[CH:26]=[CH:25][C:22]([CH:23]=O)=[CH:21][CH:20]=4)[CH2:15]3)=[O:13])=[N:9][N:8]=2)[CH:6]=[CH:5][CH:4]=[CH:3][CH:2]=1.FC(F)(F)C(O)=O.[CH2:34]([C:36]1([OH:40])[CH2:39][NH:38][CH2:37]1)[CH3:35]. (3) Given the product [C:1]([O:5][C:6](=[O:22])[CH2:7][CH2:8][N:9]1[CH2:14][CH2:13][S:12][CH:11]([C:15]2[CH:20]=[CH:19][C:18]([O:30][C:25]3[CH:26]=[CH:27][CH:28]=[CH:29][C:24]=3[Cl:23])=[CH:17][CH:16]=2)[CH2:10]1)([CH3:4])([CH3:3])[CH3:2], predict the reactants needed to synthesize it. The reactants are: [C:1]([O:5][C:6](=[O:22])[CH2:7][CH2:8][N:9]1[CH2:14][CH2:13][S:12][CH:11]([C:15]2[CH:20]=[CH:19][C:18](I)=[CH:17][CH:16]=2)[CH2:10]1)([CH3:4])([CH3:3])[CH3:2].[Cl:23][C:24]1[CH:29]=[CH:28][CH:27]=[CH:26][C:25]=1[OH:30].N1C=CC=CC=1C(O)=O.[O-]P([O-])([O-])=O.[K+].[K+].[K+].